Dataset: Catalyst prediction with 721,799 reactions and 888 catalyst types from USPTO. Task: Predict which catalyst facilitates the given reaction. (1) Reactant: [CH2:1]([O:3][C:4](=[O:20])[C:5](=O)/[CH:6]=[C:7](/[C:9]1[CH:14]=[CH:13][CH:12]=[C:11]([C:15]([F:18])([F:17])[F:16])[CH:10]=1)\[O-])[CH3:2].[Li+].Cl.[Cl:23][C:24]1[CH:25]=[C:26]([NH:30][NH2:31])[CH:27]=[CH:28][CH:29]=1. Product: [Cl:23][C:24]1[CH:25]=[C:26]([N:30]2[C:7]([C:9]3[CH:14]=[CH:13][CH:12]=[C:11]([C:15]([F:18])([F:17])[F:16])[CH:10]=3)=[CH:6][C:5]([C:4]([O:3][CH2:1][CH3:2])=[O:20])=[N:31]2)[CH:27]=[CH:28][CH:29]=1. The catalyst class is: 8. (2) Reactant: [F:1][C:2]1[CH:34]=[CH:33][C:5]([CH2:6][CH2:7][C:8]2[CH:16]=[CH:15][C:14]([CH:17]([O:25][CH2:26][CH2:27][N:28]3[CH:32]=[CH:31][N:30]=[CH:29]3)[C:18]3[CH:23]=[CH:22][C:21]([F:24])=[CH:20][CH:19]=3)=[CH:13][C:9]=2[C:10](O)=[O:11])=[CH:4][CH:3]=1.C(Cl)CCl.ON1C2N=CC=CC=2N=N1.[NH2:49][C@@H:50]([CH2:64][CH2:65][S:66][CH3:67])[C:51]([O:53][C:54]([CH2:57][N:58]1[CH2:63][CH2:62][O:61][CH2:60][CH2:59]1)([CH3:56])[CH3:55])=[O:52]. Product: [F:1][C:2]1[CH:3]=[CH:4][C:5]([CH2:6][CH2:7][C:8]2[CH:16]=[CH:15][C:14]([CH:17]([O:25][CH2:26][CH2:27][N:28]3[CH:32]=[CH:31][N:30]=[CH:29]3)[C:18]3[CH:23]=[CH:22][C:21]([F:24])=[CH:20][CH:19]=3)=[CH:13][C:9]=2[C:10]([NH:49][C@@H:50]([CH2:64][CH2:65][S:66][CH3:67])[C:51]([O:53][C:54]([CH2:57][N:58]2[CH2:59][CH2:60][O:61][CH2:62][CH2:63]2)([CH3:56])[CH3:55])=[O:52])=[O:11])=[CH:33][CH:34]=1. The catalyst class is: 166. (3) Reactant: [CH3:1][C:2]([NH:17][CH2:18][C:19]([N:21]1[CH2:25][CH2:24][CH2:23][C@H:22]1[C:26]#[N:27])=[O:20])([CH3:16])[CH2:3][CH2:4][N:5]1[CH:9]=[C:8]([C:10]2[CH:11]=[N:12][CH:13]=[CH:14][CH:15]=2)[N:7]=[CH:6]1.[C:28]([OH:35])(=[O:34])/[CH:29]=[CH:30]/[C:31]([OH:33])=[O:32]. Product: [C:28]([OH:35])(=[O:34])/[CH:29]=[CH:30]/[C:31]([OH:33])=[O:32].[CH3:16][C:2]([NH:17][CH2:18][C:19]([N:21]1[CH2:25][CH2:24][CH2:23][C@H:22]1[C:26]#[N:27])=[O:20])([CH3:1])[CH2:3][CH2:4][N:5]1[CH:9]=[C:8]([C:10]2[CH:11]=[N:12][CH:13]=[CH:14][CH:15]=2)[N:7]=[CH:6]1. The catalyst class is: 32. (4) Reactant: [BH4-].[Na+].[C:3]([C:6]1[CH:10]=[C:9]([C:11]([NH:13][C@@H:14]([CH2:30][CH3:31])[CH2:15][N:16]2[CH:20]=[CH:19][C:18]([C:21]3[CH:26]=[CH:25][C:24]([C:27]#[N:28])=[C:23]([Cl:29])[CH:22]=3)=[N:17]2)=[O:12])[NH:8][N:7]=1)(=[O:5])[CH3:4]. Product: [Cl:29][C:23]1[CH:22]=[C:21]([C:18]2[CH:19]=[CH:20][N:16]([CH2:15][C@@H:14]([NH:13][C:11]([C:9]3[NH:8][N:7]=[C:6]([CH:3]([OH:5])[CH3:4])[CH:10]=3)=[O:12])[CH2:30][CH3:31])[N:17]=2)[CH:26]=[CH:25][C:24]=1[C:27]#[N:28]. The catalyst class is: 14. (5) Reactant: Br[C:2]1[CH:3]=[CH:4][C:5]([CH:8]([OH:10])[CH3:9])=[N:6][CH:7]=1.OB(O)[C:13]1[CH:14]=[C:15]([CH:19]=[C:20]([NH:22][C:23]2[N:28]=[C:27]([C:29]([F:32])([F:31])[F:30])[CH:26]=[CH:25][N:24]=2)[CH:21]=1)[C:16]([OH:18])=[O:17].C(=O)([O-])[O-].[Na+].[Na+]. Product: [OH:10][CH:8]([C:5]1[N:6]=[CH:7][C:2]([C:13]2[CH:14]=[C:15]([CH:19]=[C:20]([NH:22][C:23]3[N:28]=[C:27]([C:29]([F:32])([F:31])[F:30])[CH:26]=[CH:25][N:24]=3)[CH:21]=2)[C:16]([OH:18])=[O:17])=[CH:3][CH:4]=1)[CH3:9]. The catalyst class is: 431. (6) Reactant: [N:1]1([CH2:7][CH2:8]O)[CH2:6][CH2:5][O:4][CH2:3][CH2:2]1.C(Br)(Br)(Br)[Br:11].C1(P(C2C=CC=CC=2)C2C=CC=CC=2)C=CC=CC=1. Product: [Br:11][CH2:8][CH2:7][N:1]1[CH2:6][CH2:5][O:4][CH2:3][CH2:2]1. The catalyst class is: 4. (7) The catalyst class is: 263. Reactant: [C:1]([O:5][C:6](=[O:19])[N:7]([CH2:10][C:11]1[CH:12]=[N:13][CH:14]=[C:15](Br)[C:16]=1[CH3:17])[CH2:8][CH3:9])([CH3:4])([CH3:3])[CH3:2].[B:20]1([B:20]2[O:24][C:23]([CH3:26])([CH3:25])[C:22]([CH3:28])([CH3:27])[O:21]2)[O:24][C:23]([CH3:26])([CH3:25])[C:22]([CH3:28])([CH3:27])[O:21]1.CC([O-])=O.[K+].CS(C)=O. Product: [C:1]([O:5][C:6](=[O:19])[N:7]([CH2:8][CH3:9])[CH2:10][C:11]1[CH:12]=[N:13][CH:14]=[C:15]([B:20]2[O:24][C:23]([CH3:26])([CH3:25])[C:22]([CH3:28])([CH3:27])[O:21]2)[C:16]=1[CH3:17])([CH3:4])([CH3:3])[CH3:2]. (8) Reactant: [C:1]1([N:7]2[C:11]([C:12]3[CH:17]=[CH:16][CH:15]=[CH:14][CH:13]=3)=[CH:10][CH:9]=[C:8]2[C:18]2[CH:19]=[C:20]3[C:25](=[CH:26][CH:27]=2)[CH:24]=[C:23]([O:28][CH2:29][C:30]#[N:31])[CH:22]=[CH:21]3)[CH:6]=[CH:5][CH:4]=[CH:3][CH:2]=1.[Cl-].[NH4+].[N-:34]=[N+:35]=[N-:36].[Na+]. Product: [C:1]1([N:7]2[C:11]([C:12]3[CH:13]=[CH:14][CH:15]=[CH:16][CH:17]=3)=[CH:10][CH:9]=[C:8]2[C:18]2[CH:19]=[C:20]3[C:25](=[CH:26][CH:27]=2)[CH:24]=[C:23]([O:28][CH2:29][C:30]2[NH:36][N:35]=[N:34][N:31]=2)[CH:22]=[CH:21]3)[CH:2]=[CH:3][CH:4]=[CH:5][CH:6]=1. The catalyst class is: 3.